Dataset: Reaction yield outcomes from USPTO patents with 853,638 reactions. Task: Predict the reaction yield, written as a fraction of the theoretical maximum amount of product (1.0 means a 100% yield; for example, 0.34 means a 34% yield). (1) The reactants are [CH3:1][C:2]1[C:10]([CH3:12])([CH3:11])[C:9]2[C:4](=[CH:5][CH:6]=[C:7]([CH2:13][NH2:14])[CH:8]=2)[N:3]=1.[CH:15](OC)=[O:16]. No catalyst specified. The product is [CH3:1][C:2]1[C:10]([CH3:11])([CH3:12])[C:9]2[C:4](=[CH:5][CH:6]=[C:7]([CH2:13][NH:14][CH:15]=[O:16])[CH:8]=2)[N:3]=1. The yield is 0.950. (2) The reactants are CS(O[CH2:6][CH:7]1[CH2:10][N:9]([C:11]([O:13][C:14]([CH3:17])([CH3:16])[CH3:15])=[O:12])[CH2:8]1)(=O)=O.[CH3:18][NH:19][CH3:20]. The catalyst is CO.O1CCCC1. The product is [CH3:18][N:19]([CH2:6][CH:7]1[CH2:10][N:9]([C:11]([O:13][C:14]([CH3:17])([CH3:16])[CH3:15])=[O:12])[CH2:8]1)[CH3:20]. The yield is 0.799. (3) The reactants are [CH3:1][S:2]([OH:5])(=[O:4])=[O:3].[CH2:6]([O:12][C:13]([NH:15][N:16]=[CH:17][C:18]1[CH:23]=[CH:22][C:21]([NH:24][CH2:25][C:26]2[N:30]([CH3:31])[C:29]3[CH:32]=[CH:33][C:34]([C:36]([N:38]([C:46]4[CH:51]=[CH:50][CH:49]=[CH:48][N:47]=4)[CH2:39][CH2:40][C:41]([O:43][CH2:44][CH3:45])=[O:42])=[O:37])=[CH:35][C:28]=3[N:27]=2)=[CH:20][CH:19]=1)=[O:14])[CH2:7][CH2:8][CH2:9][CH2:10][CH3:11]. The catalyst is C(OCC)(=O)C. The product is [CH3:1][S:2]([OH:5])(=[O:4])=[O:3].[CH2:6]([O:12][C:13]([NH:15][N:16]=[CH:17][C:18]1[CH:19]=[CH:20][C:21]([NH:24][CH2:25][C:26]2[N:30]([CH3:31])[C:29]3[CH:32]=[CH:33][C:34]([C:36]([N:38]([C:46]4[CH:51]=[CH:50][CH:49]=[CH:48][N:47]=4)[CH2:39][CH2:40][C:41]([O:43][CH2:44][CH3:45])=[O:42])=[O:37])=[CH:35][C:28]=3[N:27]=2)=[CH:22][CH:23]=1)=[O:14])[CH2:7][CH2:8][CH2:9][CH2:10][CH3:11]. The yield is 0.940. (4) The reactants are C(OC(=O)[NH:7][C:8]1[CH:13]=[C:12]([OH:14])[C:11]([Cl:15])=[C:10]([Cl:16])[CH:9]=1)(C)(C)C.Cl.O1CCOCC1. The catalyst is CC(O)C. The product is [ClH:15].[NH2:7][C:8]1[CH:9]=[C:10]([Cl:16])[C:11]([Cl:15])=[C:12]([OH:14])[CH:13]=1. The yield is 0.900. (5) The reactants are [CH3:1][C:2]1[CH:11]=[CH:10][C:5]([C:6](OC)=[O:7])=[CH:4][N:3]=1.[NH3:12]. No catalyst specified. The product is [CH3:1][C:2]1[CH:11]=[CH:10][C:5]([C:6]([NH2:12])=[O:7])=[CH:4][N:3]=1. The yield is 0.720.